This data is from Forward reaction prediction with 1.9M reactions from USPTO patents (1976-2016). The task is: Predict the product of the given reaction. (1) Given the reactants [CH3:1][O:2][C:3](=[O:33])[C:4]1[CH:9]=[CH:8][C:7]([CH2:10][N:11]2[CH:15]=[C:14]([C:16]3[CH:21]=[CH:20][C:19]([Cl:22])=[CH:18][C:17]=3[Cl:23])[N:13]=[C:12]2/[CH:24]=[CH:25]/[C:26]2[CH:31]=[CH:30][C:29](Br)=[CH:28][CH:27]=2)=[CH:6][CH:5]=1.[CH3:34][O:35][C:36]([C:38]1[CH:39]=[C:40](B(O)O)[CH:41]=[CH:42][CH:43]=1)=[O:37], predict the reaction product. The product is: [CH3:34][O:35][C:36]([C:38]1[CH:43]=[C:42]([C:29]2[CH:30]=[CH:31][C:26](/[CH:25]=[CH:24]/[C:12]3[N:11]([CH2:10][C:7]4[CH:8]=[CH:9][C:4]([C:3]([O:2][CH3:1])=[O:33])=[CH:5][CH:6]=4)[CH:15]=[C:14]([C:16]4[CH:21]=[CH:20][C:19]([Cl:22])=[CH:18][C:17]=4[Cl:23])[N:13]=3)=[CH:27][CH:28]=2)[CH:41]=[CH:40][CH:39]=1)=[O:37]. (2) Given the reactants Br[CH2:2][C:3]([C:5]1[CH:10]=[CH:9][CH:8]=[C:7]([C:11]([F:14])([F:13])[F:12])[CH:6]=1)=[O:4].[S-:15][C:16]#[N:17].[K+], predict the reaction product. The product is: [S:15]([CH2:2][C:3]([C:5]1[CH:10]=[CH:9][CH:8]=[C:7]([C:11]([F:14])([F:13])[F:12])[CH:6]=1)=[O:4])[C:16]#[N:17]. (3) Given the reactants FC1C(F)=CC2N=C(S)NC=2C=1.FC(F)(F)COC1C(NC(=O)CN2CCN(CCO)CC2)=C(OCC(F)(F)F)C=C(C)N=1.F[C:46]1[C:86](F)=[CH:85][C:49]2[N:50]=[C:51]([S:53][CH2:54][CH2:55][N:56]3[CH2:61][CH2:60][N:59]([CH2:62][C:63]([NH:65][C:66]4[C:67]([O:79][CH2:80][C:81]([F:84])([F:83])[F:82])=[N:68][C:69]([CH3:78])=[CH:70][C:71]=4[O:72][CH2:73][C:74]([F:77])([F:76])[F:75])=[O:64])[CH2:58][CH2:57]3)[NH:52][C:48]=2[CH:47]=1, predict the reaction product. The product is: [N:50]1[C:49]2[CH:85]=[CH:86][CH:46]=[CH:47][C:48]=2[NH:52][C:51]=1[S:53][CH2:54][CH2:55][N:56]1[CH2:57][CH2:58][N:59]([CH2:62][C:63]([NH:65][C:66]2[C:67]([O:79][CH2:80][C:81]([F:83])([F:84])[F:82])=[N:68][C:69]([CH3:78])=[CH:70][C:71]=2[O:72][CH2:73][C:74]([F:75])([F:76])[F:77])=[O:64])[CH2:60][CH2:61]1.